This data is from Full USPTO retrosynthesis dataset with 1.9M reactions from patents (1976-2016). The task is: Predict the reactants needed to synthesize the given product. (1) The reactants are: C([Li:5])CCC.[CH3:6][Si:7]([NH:10][Si:11]([CH3:14])([CH3:13])[CH3:12])([CH3:9])[CH3:8]. Given the product [CH3:6][Si:7]([CH3:9])([CH3:8])[N-:10][Si:11]([CH3:14])([CH3:13])[CH3:12].[Li+:5], predict the reactants needed to synthesize it. (2) Given the product [N+:13]([O-:16])([OH:15])=[O:14].[NH2:3][CH2:4][C:5](=[O:11])[CH2:6][CH2:7][C:8]([OH:10])=[O:9], predict the reactants needed to synthesize it. The reactants are: Cl.Cl.[NH2:3][CH2:4][C:5](=[O:11])[CH2:6][CH2:7][C:8]([OH:10])=[O:9].N.[N+:13]([O-:16])([OH:15])=[O:14]. (3) Given the product [CH3:1][N:2]([C:9]1[S:10][CH:11]=[CH:12][N:13]=1)[CH2:3][CH2:4][CH2:5][NH:6][CH3:7], predict the reactants needed to synthesize it. The reactants are: [CH3:1][NH:2][CH2:3][CH2:4][CH2:5][NH:6][CH3:7].Br[C:9]1[S:10][CH:11]=[CH:12][N:13]=1.O. (4) Given the product [C:3]([O:7][C:8](=[O:21])[CH2:9][CH:10]1[CH2:11][CH2:12][CH:13]([C:16]([O:18][CH2:19][CH3:20])=[O:17])[CH2:14][CH2:15]1)([CH3:5])([CH3:6])[CH3:4], predict the reactants needed to synthesize it. The reactants are: [H][H].[C:3]([O:7][C:8](=[O:21])[CH:9]=[C:10]1[CH2:15][CH2:14][CH:13]([C:16]([O:18][CH2:19][CH3:20])=[O:17])[CH2:12][CH2:11]1)([CH3:6])([CH3:5])[CH3:4]. (5) Given the product [CH3:34][C:30]1[N:29]=[C:28]([C:20]2[N:21]=[C:22]3[CH:27]=[CH:26][CH:25]=[CH:24][N:23]3[C:19]=2[C:17]2[CH:16]=[CH:15][N:14]=[C:13]([NH:1][C:2]3[CH:3]=[C:4]([OH:8])[CH:5]=[CH:6][CH:7]=3)[N:18]=2)[CH:33]=[CH:32][CH:31]=1, predict the reactants needed to synthesize it. The reactants are: [NH2:1][C:2]1[CH:3]=[C:4]([OH:8])[CH:5]=[CH:6][CH:7]=1.CS([C:13]1[N:18]=[C:17]([C:19]2[N:23]3[CH:24]=[CH:25][CH:26]=[CH:27][C:22]3=[N:21][C:20]=2[C:28]2[CH:33]=[CH:32][CH:31]=[C:30]([CH3:34])[N:29]=2)[CH:16]=[CH:15][N:14]=1)(=O)=O.